From a dataset of Forward reaction prediction with 1.9M reactions from USPTO patents (1976-2016). Predict the product of the given reaction. (1) Given the reactants [CH:1]#[N:2].[CH2:3]=[CH:4][CH:5]=[CH2:6], predict the reaction product. The product is: [C:1](#[N:2])[CH2:3][CH:4]=[CH:5][CH3:6].[CH2:3]=[CH:4][CH:5]=[CH2:6]. (2) Given the reactants [CH3:1][N:2]1[CH:6]=[C:5](I)[CH:4]=[N:3]1.C([Mg]Cl)(C)C.CON(C)[C:16]([C:18]1[N:22]=[C:21]([CH3:23])O[N:19]=1)=[O:17].CC1ON=C(C(O)=O)[N:27]=1.Cl.CONC, predict the reaction product. The product is: [CH3:23][C:21]1[NH:27][N:19]=[C:18]([C:16]([C:5]2[CH:4]=[N:3][N:2]([CH3:1])[CH:6]=2)=[O:17])[N:22]=1. (3) Given the reactants [CH3:1][N:2]([C:13]1[N:14]=[N:15][C:16]([CH3:19])=[CH:17][CH:18]=1)[C@H:3]1[CH2:8][CH2:7][C@H:6]([C:9]#[C:10][CH2:11]O)[CH2:5][CH2:4]1.CS([Cl:24])(=O)=O.N1C(C)=CC=CC=1C.O, predict the reaction product. The product is: [Cl:24][CH2:11][C:10]#[C:9][C@H:6]1[CH2:7][CH2:8][C@H:3]([N:2]([CH3:1])[C:13]2[N:14]=[N:15][C:16]([CH3:19])=[CH:17][CH:18]=2)[CH2:4][CH2:5]1. (4) Given the reactants I[CH:2]([CH3:4])[CH3:3].[NH2:5][C:6]1[CH:11]=[CH:10][CH:9]=[CH:8][C:7]=1[OH:12], predict the reaction product. The product is: [CH:2]([NH:5][C:6]1[CH:11]=[CH:10][CH:9]=[CH:8][C:7]=1[OH:12])([CH3:4])[CH3:3]. (5) Given the reactants [CH3:1][C:2]1[C:6]([C:7]2[CH:8]=[C:9]3[C:15]([CH:16]([C:18]4[CH:19]=[N:20][CH:21]=[CH:22][CH:23]=4)[OH:17])=[CH:14][NH:13][C:10]3=[N:11][CH:12]=2)=[C:5]([CH3:24])[O:4][N:3]=1.CC(OI1(OC(C)=O)(OC(C)=O)OC(=O)C2C=CC=CC1=2)=O, predict the reaction product. The product is: [CH3:1][C:2]1[C:6]([C:7]2[CH:8]=[C:9]3[C:15]([C:16]([C:18]4[CH:19]=[N:20][CH:21]=[CH:22][CH:23]=4)=[O:17])=[CH:14][NH:13][C:10]3=[N:11][CH:12]=2)=[C:5]([CH3:24])[O:4][N:3]=1.